From a dataset of Full USPTO retrosynthesis dataset with 1.9M reactions from patents (1976-2016). Predict the reactants needed to synthesize the given product. (1) Given the product [CH3:25][C:26]1[CH:33]=[CH:32][CH:31]=[C:30]([CH3:34])[C:27]=1[CH2:28][O:1][C:2]1[CH:3]=[C:4]([CH2:8][C:9]#[N:10])[CH:5]=[CH:6][CH:7]=1, predict the reactants needed to synthesize it. The reactants are: [OH:1][C:2]1[CH:3]=[C:4]([CH2:8][C:9]#[N:10])[CH:5]=[CH:6][CH:7]=1.N(C(OC(C)C)=O)=NC(OC(C)C)=O.[CH3:25][C:26]1[CH:33]=[CH:32][CH:31]=[C:30]([CH3:34])[C:27]=1[CH2:28]O.C1(P(C2C=CC=CC=2)C2C=CC=CC=2)C=CC=CC=1. (2) Given the product [NH3:6].[Cl:1][C:2]1[CH:28]=[CH:27][C:5]([NH:6][C:7]2[C:16]3[C:11](=[CH:12][C:13]([O:19][CH2:20][C@@H:21]4[CH2:26][CH2:25][CH2:24][N:23]([C:57](=[O:58])[CH2:56][N:55]([CH3:60])[CH3:54])[CH2:22]4)=[C:14]([O:17][CH3:18])[CH:15]=3)[N:10]=[CH:9][N:8]=2)=[C:4]([F:29])[CH:3]=1, predict the reactants needed to synthesize it. The reactants are: [Cl:1][C:2]1[CH:28]=[CH:27][C:5]([NH:6][C:7]2[C:16]3[C:11](=[CH:12][C:13]([O:19][CH2:20][C@@H:21]4[CH2:26][CH2:25][CH2:24][NH:23][CH2:22]4)=[C:14]([O:17][CH3:18])[CH:15]=3)[N:10]=[CH:9][N:8]=2)=[C:4]([F:29])[CH:3]=1.F[P-](F)(F)(F)(F)F.N1(OC(N(C)C)=[N+](C)C)C2N=CC=CC=2N=N1.[CH3:54][N:55]([CH3:60])[CH2:56][C:57](O)=[O:58].C(N(C(C)C)CC)(C)C. (3) Given the product [CH:20]1([CH:7]2[CH2:8][C:3](=[O:2])[CH:4]=[CH:5][N:6]2[C:10]([O:12][CH2:13][C:14]2[CH:19]=[CH:18][CH:17]=[CH:16][CH:15]=2)=[O:11])[CH2:25][CH2:24][CH2:23][CH2:22][CH2:21]1, predict the reactants needed to synthesize it. The reactants are: C[O:2][C:3]1[CH:8]=[CH:7][N:6]=[CH:5][CH:4]=1.Cl[C:10]([O:12][CH2:13][C:14]1[CH:19]=[CH:18][CH:17]=[CH:16][CH:15]=1)=[O:11].[CH:20]1([Mg]Cl)[CH2:25][CH2:24][CH2:23][CH2:22][CH2:21]1. (4) Given the product [C:8]([O:16][CH2:17][CH2:18][O:19][C:20]([NH:7][C:3]1([C:4]([OH:6])=[O:5])[CH2:2][CH2:1]1)=[O:21])(=[O:15])[CH2:9][CH2:10][CH2:11][CH2:12][CH2:13][CH3:14], predict the reactants needed to synthesize it. The reactants are: [CH2:1]1[C:3]([NH2:7])([C:4]([OH:6])=[O:5])[CH2:2]1.[C:8]([O:16][CH2:17][CH2:18][O:19][C:20](ON1C(=O)CCC1=O)=[O:21])(=[O:15])[CH2:9][CH2:10][CH2:11][CH2:12][CH2:13][CH3:14]. (5) Given the product [C:1]([C@@H:3]([NH:5][C:6](=[O:12])[C:23]1[CH:27]=[CH:28][C:20]([O:13][C:14]2[CH:19]=[CH:18][CH:17]=[CH:16][CH:15]=2)=[CH:21][CH:22]=1)[CH3:4])#[N:2], predict the reactants needed to synthesize it. The reactants are: [C:1]([C@@H:3]([NH:5][C:6](=[O:12])OC(C)(C)C)[CH3:4])#[N:2].[O:13]([C:20]1[CH:28]=[CH:27][C:23](C(O)=O)=[CH:22][CH:21]=1)[C:14]1[CH:19]=[CH:18][CH:17]=[CH:16][CH:15]=1. (6) Given the product [OH:18][CH2:17][C:11]1[C:10]2[N:9]([N:8]=[CH:7][C:6]=2[C:4]([OH:5])=[O:3])[C:14]([O:15][CH3:16])=[CH:13][CH:12]=1, predict the reactants needed to synthesize it. The reactants are: C([O:3][C:4]([C:6]1[CH:7]=[N:8][N:9]2[C:14]([O:15][CH3:16])=[CH:13][CH:12]=[C:11]([CH2:17][OH:18])[C:10]=12)=[O:5])C.[OH-].[K+].O. (7) Given the product [F:22][C:6]([F:5])([F:23])[C:7]1[CH:8]=[CH:9][C:10]([C:13]2[S:14][CH:15]=[C:16]([C:19]([CH3:21])=[O:20])[C:17]=2[OH:18])=[CH:11][CH:12]=1, predict the reactants needed to synthesize it. The reactants are: C(Cl)(Cl)Cl.[F:5][C:6]([F:23])([F:22])[C:7]1[CH:12]=[CH:11][C:10]([CH:13]2[C:17]([OH:18])=[C:16]([C:19]([CH3:21])=[O:20])[CH2:15][S:14]2)=[CH:9][CH:8]=1.S(Cl)(Cl)(=O)=O.